Dataset: Reaction yield outcomes from USPTO patents with 853,638 reactions. Task: Predict the reaction yield, written as a fraction of the theoretical maximum amount of product (1.0 means a 100% yield; for example, 0.34 means a 34% yield). The reactants are Cl[CH2:2][C:3]1[CH:28]=[CH:27][C:6]([C:7]([NH:9][C:10]2[S:11][C:12]3[C:18]([N:19]4[CH2:24][CH2:23][O:22][CH2:21][CH2:20]4)=[CH:17][CH:16]=[C:15]([O:25][CH3:26])[C:13]=3[N:14]=2)=[O:8])=[CH:5][CH:4]=1.[CH3:29][NH:30][CH2:31][CH2:32][O:33][C:34](=[O:45])[C:35]1[CH:40]=[CH:39][C:38]([O:41][CH3:42])=[C:37]([O:43][CH3:44])[CH:36]=1.C(N(C(C)C)C(C)C)C. No catalyst specified. The product is [CH3:26][O:25][C:15]1[C:13]2[N:14]=[C:10]([NH:9][C:7]([C:6]3[CH:5]=[CH:4][C:3]([CH2:2][N:30]([CH3:29])[CH2:31][CH2:32][O:33][C:34](=[O:45])[C:35]4[CH:40]=[CH:39][C:38]([O:41][CH3:42])=[C:37]([O:43][CH3:44])[CH:36]=4)=[CH:28][CH:27]=3)=[O:8])[S:11][C:12]=2[C:18]([N:19]2[CH2:24][CH2:23][O:22][CH2:21][CH2:20]2)=[CH:17][CH:16]=1. The yield is 0.570.